This data is from Full USPTO retrosynthesis dataset with 1.9M reactions from patents (1976-2016). The task is: Predict the reactants needed to synthesize the given product. Given the product [CH3:1][O:2][C:3]([CH:5]1[CH2:9][N:8]([C:10]([O:12][CH2:13][C:14]2[CH:15]=[CH:16][CH:17]=[CH:18][CH:19]=2)=[O:11])[CH:7]2[CH2:20][CH2:21][NH:22][CH:6]12)=[O:4], predict the reactants needed to synthesize it. The reactants are: [CH3:1][O:2][C:3]([CH:5]1[CH2:9][N:8]([C:10]([O:12][CH2:13][C:14]2[CH:19]=[CH:18][CH:17]=[CH:16][CH:15]=2)=[O:11])[CH:7]2[CH2:20][CH2:21][N:22](C(OC(C)(C)C)=O)[CH:6]12)=[O:4].C(O)(C(F)(F)F)=O.